This data is from Reaction yield outcomes from USPTO patents with 853,638 reactions. The task is: Predict the reaction yield, written as a fraction of the theoretical maximum amount of product (1.0 means a 100% yield; for example, 0.34 means a 34% yield). The reactants are O[C:2]1[CH:7]=[CH:6][N:5]=[CH:4][C:3]=1[NH:8][C:9](=O)[C:10]1[CH:15]=[CH:14][CH:13]=[C:12]([N+:16]([O-:18])=[O:17])[CH:11]=1.P12(SP3(SP(SP(S3)(S1)=S)(=S)S2)=S)=[S:21]. The catalyst is N1C=CC=CC=1.CC1C=CC(C)=CC=1. The product is [N+:16]([C:12]1[CH:11]=[C:10]([C:9]2[S:21][C:2]3[CH:7]=[CH:6][N:5]=[CH:4][C:3]=3[N:8]=2)[CH:15]=[CH:14][CH:13]=1)([O-:18])=[O:17]. The yield is 0.810.